This data is from Forward reaction prediction with 1.9M reactions from USPTO patents (1976-2016). The task is: Predict the product of the given reaction. (1) Given the reactants [Br:1][C:2]1[CH:3]=[C:4]2[C:9](=[CH:10][CH:11]=1)[N:8]=[C:7]([NH:12][C:13]([CH3:16])([CH3:15])[CH3:14])[C:6]([CH:17]([OH:30])[CH2:18][C:19]1[CH:24]=[C:23]([CH2:25][C:26]([CH3:29])([CH3:28])[CH3:27])[N:22]=[CH:21][N:20]=1)=[CH:5]2.[Br-].[K+].CC1(C)N([O])C(C)(C)CCC1.Cl[O-].[Na+].C(=O)([O-])O.[Na+], predict the reaction product. The product is: [Br:1][C:2]1[CH:3]=[C:4]2[C:9](=[CH:10][CH:11]=1)[N:8]=[C:7]([NH:12][C:13]([CH3:15])([CH3:16])[CH3:14])[C:6]([C:17](=[O:30])[CH2:18][C:19]1[CH:24]=[C:23]([CH2:25][C:26]([CH3:29])([CH3:28])[CH3:27])[N:22]=[CH:21][N:20]=1)=[CH:5]2. (2) The product is: [Cl:31][C:28]1[CH:29]=[CH:30][C:25]([C:23]2[CH:22]=[C:21]([CH3:32])[N:20]=[C:19]([N:17]3[CH:18]=[C:14]([C:12]4[S:13][C:9]([S:6]([NH2:5])(=[O:7])=[O:8])=[CH:10][N:11]=4)[N:15]=[CH:16]3)[N:24]=2)=[CH:26][CH:27]=1. Given the reactants C([NH:5][S:6]([C:9]1[S:13][C:12]([C:14]2[N:15]=[CH:16][N:17]([C:19]3[N:24]=[C:23]([C:25]4[CH:30]=[CH:29][C:28]([Cl:31])=[CH:27][CH:26]=4)[CH:22]=[C:21]([CH3:32])[N:20]=3)[CH:18]=2)=[N:11][CH:10]=1)(=[O:8])=[O:7])(C)(C)C.C(O)(C(F)(F)F)=O, predict the reaction product. (3) Given the reactants C([O:8][C:9]1[CH:10]=[C:11]([C:17]2[O:18][CH:19]=[C:20]([CH2:22][NH:23][C:24](=[O:34])[C:25]3[CH:30]=[CH:29][CH:28]=[CH:27][C:26]=3[O:31][CH2:32][CH3:33])[N:21]=2)[CH:12]=[CH:13][C:14]=1[O:15][CH3:16])C1C=CC=CC=1.[H][H], predict the reaction product. The product is: [OH:8][C:9]1[CH:10]=[C:11]([C:17]2[O:18][CH:19]=[C:20]([CH2:22][NH:23][C:24](=[O:34])[C:25]3[CH:30]=[CH:29][CH:28]=[CH:27][C:26]=3[O:31][CH2:32][CH3:33])[N:21]=2)[CH:12]=[CH:13][C:14]=1[O:15][CH3:16]. (4) Given the reactants [CH3:1][C@H:2]1[C@@:41]2([OH:43])[O:42][C@H:5]([CH2:6][C@H:7]([O:64][CH3:65])[C:8]([CH3:63])=[CH:9][CH:10]=[CH:11][CH:12]=[CH:13][C@@H:14]([CH3:62])[CH2:15][C@@H:16]([CH3:61])[C:17]([C@H:19]([O:59][CH3:60])[C@H:20]([OH:58])[C:21]([CH3:57])=[CH:22][C@@H:23]([CH3:56])[C:24]([CH2:26][C@@H:27]([C@@H:44]([CH2:46][C@H:47]3[CH2:52][C@@H:51]([O:53][CH3:54])[C@H:50]([OH:55])[CH2:49][CH2:48]3)[CH3:45])[O:28][C:29]([C@H:31]3[N:36]([C:37]([C:39]2=[O:40])=[O:38])[CH2:35][CH2:34][CH2:33][CH2:32]3)=[O:30])=[O:25])=[O:18])[CH2:4][CH2:3]1.[O:66]([CH2:74][CH2:75]O[Si](C(C)(C)C)(C)C)S(C(F)(F)F)(=O)=O, predict the reaction product. The product is: [CH3:1][C@H:2]1[C@@:41]2([OH:43])[O:42][C@H:5]([CH2:6][C@H:7]([O:64][CH3:65])[C:8]([CH3:63])=[CH:9][CH:10]=[CH:11][CH:12]=[CH:13][C@@H:14]([CH3:62])[CH2:15][C@@H:16]([CH3:61])[C:17]([C@H:19]([O:59][CH3:60])[C@H:20]([OH:58])[C:21]([CH3:57])=[CH:22][C@@H:23]([CH3:56])[C:24]([CH2:26][C@@H:27]([C@@H:44]([CH2:46][C@H:47]3[CH2:52][C@@H:51]([O:53][CH3:54])[C@H:50]([O:55][CH2:75][CH2:74][OH:66])[CH2:49][CH2:48]3)[CH3:45])[O:28][C:29]([C@H:31]3[N:36]([C:37]([C:39]2=[O:40])=[O:38])[CH2:35][CH2:34][CH2:33][CH2:32]3)=[O:30])=[O:25])=[O:18])[CH2:4][CH2:3]1.